This data is from NCI-60 drug combinations with 297,098 pairs across 59 cell lines. The task is: Regression. Given two drug SMILES strings and cell line genomic features, predict the synergy score measuring deviation from expected non-interaction effect. Drug 1: CC1=C(C(CCC1)(C)C)C=CC(=CC=CC(=CC(=O)O)C)C. Drug 2: CC1CCCC2(C(O2)CC(NC(=O)CC(C(C(=O)C(C1O)C)(C)C)O)C(=CC3=CSC(=N3)C)C)C. Cell line: ACHN. Synergy scores: CSS=43.2, Synergy_ZIP=2.92, Synergy_Bliss=2.73, Synergy_Loewe=-14.0, Synergy_HSA=6.42.